This data is from hERG potassium channel inhibition data for cardiac toxicity prediction from Karim et al.. The task is: Regression/Classification. Given a drug SMILES string, predict its toxicity properties. Task type varies by dataset: regression for continuous values (e.g., LD50, hERG inhibition percentage) or binary classification for toxic/non-toxic outcomes (e.g., AMES mutagenicity, cardiotoxicity, hepatotoxicity). Dataset: herg_karim. The molecule is CN(c1ccc(C23CNCC2C3)cc1)S(=O)(=O)c1ccccc1. The result is 0 (non-blocker).